Dataset: Full USPTO retrosynthesis dataset with 1.9M reactions from patents (1976-2016). Task: Predict the reactants needed to synthesize the given product. (1) Given the product [Br:1][C:2]1[CH:21]=[C:20]2[C:5]([CH2:6][C:7]3([CH2:8][CH2:9][CH:10]([CH:13]([F:15])[F:14])[CH2:11][CH2:12]3)[C:16]2=[O:17])=[CH:4][CH:3]=1, predict the reactants needed to synthesize it. The reactants are: [Br:1][C:2]1[CH:21]=[CH:20][C:5]([CH2:6][C:7]2([C:16](OC)=[O:17])[CH2:12][CH2:11][CH:10]([CH:13]([F:15])[F:14])[CH2:9][CH2:8]2)=[C:4](I)[CH:3]=1.N#N.C([Mg]Cl)(C)C.[Cl-].[Li+]. (2) Given the product [O:28]1[C:27]2[CH:32]=[CH:33][C:24]([CH2:23][O:21][CH:9]3[CH:8]([C:5]4[CH:4]=[CH:3][C:2]([F:1])=[CH:7][CH:6]=4)[CH2:13][CH2:12][N:11]([C:14]([O:16][C:17]([CH3:18])([CH3:20])[CH3:19])=[O:15])[CH2:10]3)=[CH:25][C:26]=2[O:31][CH2:30][CH2:29]1, predict the reactants needed to synthesize it. The reactants are: [F:1][C:2]1[CH:7]=[CH:6][C:5]([CH:8]2[CH2:13][CH2:12][N:11]([C:14]([O:16][C:17]([CH3:20])([CH3:19])[CH3:18])=[O:15])[CH2:10][CH:9]2[OH:21])=[CH:4][CH:3]=1.Cl[CH2:23][C:24]1[CH:33]=[CH:32][C:27]2[O:28][CH2:29][CH2:30][O:31][C:26]=2[CH:25]=1. (3) Given the product [Br:1][C:2]1[CH:7]=[CH:6][CH:5]=[CH:4][C:3]=1[C:8]1[C:17]([C:16]2[CH:15]=[C:14]([Cl:19])[C:13]([OH:20])=[CH:12][C:11]=2[OH:10])=[N:22][NH:23][CH:9]=1, predict the reactants needed to synthesize it. The reactants are: [Br:1][C:2]1[CH:7]=[CH:6][CH:5]=[CH:4][C:3]=1[C:8]1[C:17](=O)[C:16]2[C:11](=[CH:12][C:13]([OH:20])=[C:14]([Cl:19])[CH:15]=2)[O:10][CH:9]=1.O.[NH2:22][NH2:23]. (4) Given the product [OH:5][CH:3]([C:6]1[S:7][C:8]([CH3:11])=[CH:9][CH:10]=1)[CH3:4], predict the reactants needed to synthesize it. The reactants are: [BH4-].[Na+].[C:3]([C:6]1[S:7][C:8]([CH3:11])=[CH:9][CH:10]=1)(=[O:5])[CH3:4]. (5) Given the product [O:7]1[C:11]2[CH:12]=[CH:13][C:14]([CH2:16][CH2:17][CH2:18][OH:19])=[CH:15][C:10]=2[O:9][CH2:8]1, predict the reactants needed to synthesize it. The reactants are: [H-].[Al+3].[Li+].[H-].[H-].[H-].[O:7]1[C:11]2[CH:12]=[CH:13][C:14]([CH2:16][CH2:17][C:18](O)=[O:19])=[CH:15][C:10]=2[O:9][CH2:8]1.Cl. (6) Given the product [Br:21][C:22]1[CH:23]=[C:24]([C:25]2[O:15][N:14]=[C:13]([CH2:12][N:8]3[C:9]4[C:5](=[C:4]([C:17]([F:19])([F:20])[F:18])[C:3]([C:1]#[N:2])=[CH:11][CH:10]=4)[CH:6]=[CH:7]3)[N:16]=2)[CH:28]=[CH:29][C:30]=1[F:31], predict the reactants needed to synthesize it. The reactants are: [C:1]([C:3]1[C:4]([C:17]([F:20])([F:19])[F:18])=[C:5]2[C:9](=[CH:10][CH:11]=1)[N:8]([CH2:12][C:13](=[NH:16])[NH:14][OH:15])[CH:7]=[CH:6]2)#[N:2].[Br:21][C:22]1[CH:23]=[C:24]([CH:28]=[CH:29][C:30]=1[F:31])[C:25](O)=O. (7) Given the product [NH2:1][C:2]([CH3:6])([CH3:5])[CH2:3][O:4][C:16]1[CH:17]=[CH:18][CH:19]=[C:12]([N+:9]([O-:11])=[O:10])[C:13]=1[C:14]#[N:15], predict the reactants needed to synthesize it. The reactants are: [NH2:1][C:2]([CH3:6])([CH3:5])[CH2:3][OH:4].[H-].[Na+].[N+:9]([C:12]1[CH:19]=[CH:18][CH:17]=[C:16]([N+]([O-])=O)[C:13]=1[C:14]#[N:15])([O-:11])=[O:10]. (8) Given the product [F:5][C:6]([F:14])([F:13])[C:7]1[CH:11]=[C:10]([NH:12][C:1](=[O:3])[CH3:2])[NH:9][N:8]=1, predict the reactants needed to synthesize it. The reactants are: [C:1](Cl)(=[O:3])[CH3:2].[F:5][C:6]([F:14])([F:13])[C:7]1[CH:11]=[C:10]([NH2:12])[NH:9][N:8]=1.CN1CCOCC1.[OH-].[Na+].Cl. (9) Given the product [Cl:27][C:28]1[C:29](=[O:46])[N:30]([CH2:36][C:37]2[CH:42]=[CH:41][C:40]([O:43][CH3:44])=[C:39]([Cl:45])[CH:38]=2)[C:31]([CH3:35])=[CH:32][C:33]=1[O:34][CH2:8][C:9]1[CH:26]=[CH:25][CH:24]=[CH:23][C:10]=1[CH2:11][N:12]1[C:20](=[O:21])[C:19]2[C:14](=[CH:15][CH:16]=[CH:17][CH:18]=2)[C:13]1=[O:22], predict the reactants needed to synthesize it. The reactants are: C(=O)([O-])[O-].[K+].[K+].Cl[CH2:8][C:9]1[CH:26]=[CH:25][CH:24]=[CH:23][C:10]=1[CH2:11][N:12]1[C:20](=[O:21])[C:19]2[C:14](=[CH:15][CH:16]=[CH:17][CH:18]=2)[C:13]1=[O:22].[Cl:27][C:28]1[C:29](=[O:46])[N:30]([CH2:36][C:37]2[CH:42]=[CH:41][C:40]([O:43][CH3:44])=[C:39]([Cl:45])[CH:38]=2)[C:31]([CH3:35])=[CH:32][C:33]=1[OH:34].